Dataset: HIV replication inhibition screening data with 41,000+ compounds from the AIDS Antiviral Screen. Task: Binary Classification. Given a drug SMILES string, predict its activity (active/inactive) in a high-throughput screening assay against a specified biological target. (1) The drug is Cc1nn(C(=O)c2ccc(Cl)cc2)c2c1C(c1ccc(O)cc1)SC(=N)N2. The result is 0 (inactive). (2) The compound is CC1C2CC(CC(=O)N2)C1(C)C. The result is 0 (inactive). (3) The molecule is COC(=O)C(=NNC(N)=O)C(C(=O)C=C(C)C)C(=O)C(=O)Nc1ccc(Cl)c(Cl)c1. The result is 0 (inactive). (4) The compound is COc1ccc(CCNC(=O)CCCCCO)cc1OC. The result is 0 (inactive). (5) The result is 0 (inactive). The drug is Nc1cc(O)nc([S-])n1.[Cl-].[Pt]. (6) The molecule is OCCNCCN=C1CCC(=NCCNCCO)CC1. The result is 0 (inactive). (7) The compound is CCCS(=O)(=O)C(=C(c1ccc(Br)cc1)S(=O)(=O)CCC)c1ccc(Br)cc1. The result is 0 (inactive). (8) The drug is CCOC(=O)c1sc2[n+](c1C)C(=O)C(=Cc1ccc([N+](=O)[O-])cc1)S2.[Cl-]. The result is 0 (inactive).